Regression. Given a peptide amino acid sequence and an MHC pseudo amino acid sequence, predict their binding affinity value. This is MHC class I binding data. From a dataset of Peptide-MHC class I binding affinity with 185,985 pairs from IEDB/IMGT. The peptide sequence is AEMRAYHGF. The MHC is HLA-B57:01 with pseudo-sequence HLA-B57:01. The binding affinity (normalized) is 0.0847.